This data is from Peptide-MHC class II binding affinity with 134,281 pairs from IEDB. The task is: Regression. Given a peptide amino acid sequence and an MHC pseudo amino acid sequence, predict their binding affinity value. This is MHC class II binding data. (1) The peptide sequence is MSWQTYVDEHLMCEI. The MHC is DRB1_0901 with pseudo-sequence DRB1_0901. The binding affinity (normalized) is 0.468. (2) The peptide sequence is YLGLLSQRTRDIYIS. The MHC is DRB1_1101 with pseudo-sequence DRB1_1101. The binding affinity (normalized) is 0.532. (3) The peptide sequence is VIDAMCHATLTYRML. The MHC is DRB3_0301 with pseudo-sequence DRB3_0301. The binding affinity (normalized) is 0.541. (4) The peptide sequence is KPVSQMRMATPLLMRPM. The MHC is DRB1_0401 with pseudo-sequence DRB1_0401. The binding affinity (normalized) is 0.640.